Dataset: Full USPTO retrosynthesis dataset with 1.9M reactions from patents (1976-2016). Task: Predict the reactants needed to synthesize the given product. (1) Given the product [Br:1][C:2]1[C:17]([Cl:18])=[CH:16][C:5]([O:6][C:7]2[C:8]([C:9]([N:38]3[C:47]4[C:42](=[CH:43][CH:44]=[CH:45][CH:46]=4)[CH2:41][CH2:40][CH2:39]3)=[O:11])=[CH:12][CH:13]=[CH:14][N:15]=2)=[C:4]([Cl:19])[CH:3]=1, predict the reactants needed to synthesize it. The reactants are: [Br:1][C:2]1[C:17]([Cl:18])=[CH:16][C:5]([O:6][C:7]2[N:15]=[CH:14][CH:13]=[CH:12][C:8]=2[C:9]([OH:11])=O)=[C:4]([Cl:19])[CH:3]=1.C(N(C(C)C)C(C)C)C.[I-].ClC1C=CC=C[N+]=1C.[NH:38]1[C:47]2[C:42](=[CH:43][CH:44]=[CH:45][CH:46]=2)[CH2:41][CH2:40][CH2:39]1. (2) Given the product [CH2:18]([C:25]1[N:26]=[C:27]2[N:30]=[C:5]([CH2:6][S:7][C:8]3[CH:13]=[CH:12][CH:11]=[C:10]([F:14])[C:9]=3[F:15])[CH:4]=[C:3]([OH:17])[N:28]2[N:29]=1)[C:19]1[CH:20]=[CH:21][CH:22]=[CH:23][CH:24]=1, predict the reactants needed to synthesize it. The reactants are: CO[C:3](=[O:17])[CH2:4][C:5](=O)[CH2:6][S:7][C:8]1[CH:13]=[CH:12][CH:11]=[C:10]([F:14])[C:9]=1[F:15].[CH2:18]([C:25]1[N:26]=[C:27]([NH2:30])[NH:28][N:29]=1)[C:19]1[CH:24]=[CH:23][CH:22]=[CH:21][CH:20]=1.CCOCC.